From a dataset of Reaction yield outcomes from USPTO patents with 853,638 reactions. Predict the reaction yield, written as a fraction of the theoretical maximum amount of product (1.0 means a 100% yield; for example, 0.34 means a 34% yield). (1) The reactants are [OH:1][C:2]1[CH:3]=[C:4]2[C:9](=[C:10]([N+:12]([O-:14])=[O:13])[CH:11]=1)[N:8]=[CH:7][CH:6]=[CH:5]2.[CH2:15](Br)[CH3:16].C([O-])([O-])=O.[K+].[K+].O. The catalyst is CN(C=O)C. The product is [CH2:15]([O:1][C:2]1[CH:3]=[C:4]2[C:9](=[C:10]([N+:12]([O-:14])=[O:13])[CH:11]=1)[N:8]=[CH:7][CH:6]=[CH:5]2)[CH3:16]. The yield is 0.850. (2) The reactants are [CH3:1][N:2]1[C:10]2[C:5](=[N:6][C:7]([CH3:27])=[C:8]([CH:18]([CH2:24][CH2:25][CH3:26])[C:19]([O:21]CC)=[O:20])[C:9]=2[C:11]2[CH:16]=[CH:15][C:14]([CH3:17])=[CH:13][CH:12]=2)[N:4]=[C:3]1[CH3:28].[OH-].[Na+]. The product is [CH3:1][N:2]1[C:10]2[C:5](=[N:6][C:7]([CH3:27])=[C:8]([CH:18]([CH2:24][CH2:25][CH3:26])[C:19]([OH:21])=[O:20])[C:9]=2[C:11]2[CH:12]=[CH:13][C:14]([CH3:17])=[CH:15][CH:16]=2)[N:4]=[C:3]1[CH3:28]. The catalyst is CO.C(O)C. The yield is 0.0800. (3) The reactants are [NH2:1][C:2]1[C:7]([F:8])=[CH:6][C:5]([S:9]C#N)=[C:4]([C:12](=O)[C:13]2[C:18]([CH3:19])=[CH:17][CH:16]=[CH:15][N:14]=2)[CH:3]=1.[OH-].[NH4+:22]. The catalyst is CO. The product is [NH2:1][C:2]1[C:7]([F:8])=[CH:6][C:5]2[S:9][N:22]=[C:12]([C:13]3[C:18]([CH3:19])=[CH:17][CH:16]=[CH:15][N:14]=3)[C:4]=2[CH:3]=1. The yield is 0.666. (4) The reactants are [C:1]([C:5]1[CH:6]=[C:7]2[C:12](=[C:13]([F:15])[CH:14]=1)[C:11](=[O:16])[N:10]([C:17]1[N:24]=[CH:23][CH:22]=[C:21]([C:25]3[CH:30]=[C:29]([NH:31][C:32]4[CH:45]=[C:35]5[CH2:36][N:37]([CH2:40][C:41]([F:44])([F:43])[F:42])[CH2:38][CH2:39][N:34]5[N:33]=4)[C:28](=[O:46])[N:27]([CH3:47])[CH:26]=3)[C:18]=1[CH:19]=[O:20])[N:9]=[CH:8]2)([CH3:4])([CH3:3])[CH3:2].[BH4-].[Na+]. The catalyst is CO.ClCCl. The product is [C:1]([C:5]1[CH:6]=[C:7]2[C:12](=[C:13]([F:15])[CH:14]=1)[C:11](=[O:16])[N:10]([C:17]1[C:18]([CH2:19][OH:20])=[C:21]([C:25]3[CH:30]=[C:29]([NH:31][C:32]4[CH:45]=[C:35]5[CH2:36][N:37]([CH2:40][C:41]([F:44])([F:43])[F:42])[CH2:38][CH2:39][N:34]5[N:33]=4)[C:28](=[O:46])[N:27]([CH3:47])[CH:26]=3)[CH:22]=[CH:23][N:24]=1)[N:9]=[CH:8]2)([CH3:4])([CH3:2])[CH3:3]. The yield is 0.450. (5) The reactants are O1CCOCC1.[ClH:7].[C:8]([NH:11][C:12]1[CH:17]=[CH:16][C:15]([CH2:18][CH2:19][C:20]2[CH:25]=[CH:24][C:23]([CH2:26][C:27]([NH:29][NH:30]C(OC(C)(C)C)=O)=[O:28])=[CH:22][CH:21]=2)=[CH:14][CH:13]=1)(=[O:10])[CH3:9]. No catalyst specified. The product is [ClH:7].[NH:29]([C:27]([CH2:26][C:23]1[CH:22]=[CH:21][C:20]([CH2:19][CH2:18][C:15]2[CH:14]=[CH:13][C:12]([NH:11][C:8](=[O:10])[CH3:9])=[CH:17][CH:16]=2)=[CH:25][CH:24]=1)=[O:28])[NH2:30]. The yield is 0.980. (6) The reactants are [OH:1][C@@H:2]1[CH2:6][CH2:5][CH2:4][C@H:3]1[O:7][C:8]([NH:10][CH2:11][C:12]1([CH2:18][C:19]([OH:21])=[O:20])[CH2:17][CH2:16][CH2:15][CH2:14][CH2:13]1)=[O:9].C1(N=C=NC2CCCCC2)CCCCC1.[CH2:37](O)[C:38]1[CH:43]=[CH:42][CH:41]=[CH:40][CH:39]=1. The catalyst is CN(C1C=CN=CC=1)C.ClCCl. The product is [OH:1][C@@H:2]1[CH2:6][CH2:5][CH2:4][C@H:3]1[O:7][C:8]([NH:10][CH2:11][C:12]1([CH2:18][C:19]([O:21][CH2:37][C:38]2[CH:43]=[CH:42][CH:41]=[CH:40][CH:39]=2)=[O:20])[CH2:17][CH2:16][CH2:15][CH2:14][CH2:13]1)=[O:9]. The yield is 0.780. (7) The reactants are [N+:1]([C:4]1[CH:9]=[C:8]([N+:10]([O-])=O)[CH:7]=[CH:6][C:5]=1[CH2:13][CH2:14][C:15]([O:17]CC)=O)([O-])=O. The catalyst is [Pd].CO. The product is [NH2:10][C:8]1[CH:9]=[C:4]2[C:5]([CH2:13][CH2:14][C:15](=[O:17])[NH:1]2)=[CH:6][CH:7]=1. The yield is 0.550.